From a dataset of Full USPTO retrosynthesis dataset with 1.9M reactions from patents (1976-2016). Predict the reactants needed to synthesize the given product. (1) Given the product [CH:2]([C@H:3]1[CH2:4][O:5][C:46](=[O:45])[NH:47]1)([CH3:13])[CH3:1], predict the reactants needed to synthesize it. The reactants are: [CH3:1][C:2]([CH3:13])(C1C=CC=CC=1)[CH2:3][C:4](O)=[O:5].C(Cl)(=O)C(C)(C)C.C1(C(C2C=CC=CC=2)C2C=CC=CC=2)C=CC=CC=1.C([Li])CCC.[O:45]1CC[NH:47][C:46]1=O. (2) Given the product [CH2:23]([N:19]([CH2:20][CH2:21][CH3:22])[C@@H:2]([CH3:1])[C:3]([N:5]1[C:13]2[C:8](=[CH:9][C:10]([O:17][CH3:18])=[C:11]([NH2:14])[CH:12]=2)[CH2:7][CH2:6]1)=[O:4])[CH2:24][CH3:25], predict the reactants needed to synthesize it. The reactants are: [CH3:1][C@H:2]([N:19]([CH2:23][CH2:24][CH3:25])[CH2:20][CH2:21][CH3:22])[C:3]([N:5]1[C:13]2[C:8](=[CH:9][C:10]([O:17][CH3:18])=[C:11]([N+:14]([O-])=O)[CH:12]=2)[CH2:7][CH2:6]1)=[O:4]. (3) Given the product [C:29]([O:28][C:26](=[O:27])[NH:25][CH:13]1[CH:14]([NH:17][C:18]([O:20][C:21]([CH3:24])([CH3:23])[CH3:22])=[O:19])[CH2:15][CH2:16][NH:11][CH2:12]1)([CH3:32])([CH3:31])[CH3:30], predict the reactants needed to synthesize it. The reactants are: C(OC([N:11]1[CH2:16][CH2:15][CH:14]([NH:17][C:18]([O:20][C:21]([CH3:24])([CH3:23])[CH3:22])=[O:19])[CH:13]([NH:25][C:26]([O:28][C:29]([CH3:32])([CH3:31])[CH3:30])=[O:27])[CH2:12]1)=O)C1C=CC=CC=1. (4) Given the product [C:17]([NH:16][C:15]1[C:9]2[C:10](=[N:11][CH:12]=[C:7]([C:1]3[CH:6]=[CH:5][CH:4]=[CH:3][CH:2]=3)[C:8]=2[N:25]2[CH2:26][CH2:27][N:28]([C:41](=[O:42])[CH2:40][CH2:39][NH:38][C:36](=[O:37])[O:35][C:31]([CH3:32])([CH3:33])[CH3:34])[CH2:29][CH2:30]2)[NH:13][CH:14]=1)(=[O:24])[C:18]1[CH:23]=[CH:22][CH:21]=[N:20][CH:19]=1, predict the reactants needed to synthesize it. The reactants are: [C:1]1([C:7]2[C:8]([N:25]3[CH2:30][CH2:29][NH:28][CH2:27][CH2:26]3)=[C:9]3[C:15]([NH:16][C:17](=[O:24])[C:18]4[CH:23]=[CH:22][CH:21]=[N:20][CH:19]=4)=[CH:14][NH:13][C:10]3=[N:11][CH:12]=2)[CH:6]=[CH:5][CH:4]=[CH:3][CH:2]=1.[C:31]([O:35][C:36]([NH:38][CH2:39][CH2:40][C:41](O)=[O:42])=[O:37])([CH3:34])([CH3:33])[CH3:32].C1C=CC2N(O)N=NC=2C=1.O.CCN=C=NCCCN(C)C.CCN(C(C)C)C(C)C.C([O-])([O-])=O.[Na+].[Na+]. (5) The reactants are: FC(F)(F)C(O)=O.[NH2:8][C:9]1[CH:14]=[CH:13][C:12]([CH:15]2[CH2:20][N:19]([CH3:21])[C:18](=[O:22])[N:17]([CH3:23])[CH2:16]2)=[CH:11][C:10]=1Br.[C:25]1(B(O)O)[CH2:30][CH2:29][CH2:28][CH2:27][CH:26]=1. Given the product [NH2:8][C:9]1[CH:14]=[CH:13][C:12]([CH:15]2[CH2:20][N:19]([CH3:21])[C:18](=[O:22])[N:17]([CH3:23])[CH2:16]2)=[CH:11][C:10]=1[C:25]1[CH2:30][CH2:29][CH2:28][CH2:27][CH:26]=1, predict the reactants needed to synthesize it. (6) The reactants are: [C:1]1([S:7]([N:10]2[C:14]3=[N:15][CH:16]=[CH:17][CH:18]=[C:13]3[CH:12]=[C:11]2[C:19](OS(C2C=CC(C)=CC=2)(=O)=O)=[CH:20][CH:21]([CH3:23])[CH3:22])(=[O:9])=[O:8])[CH:6]=[CH:5][CH:4]=[CH:3][CH:2]=1.[CH3:35][O:36][C:37]1[CH:38]=[C:39](B(O)O)[CH:40]=[CH:41][CH:42]=1.C(=O)([O-])[O-].[Na+].[Na+]. Given the product [CH3:35][O:36][C:37]1[CH:38]=[C:39]([C:19]([C:11]2[N:10]([S:7]([C:1]3[CH:2]=[CH:3][CH:4]=[CH:5][CH:6]=3)(=[O:9])=[O:8])[C:14]3=[N:15][CH:16]=[CH:17][CH:18]=[C:13]3[CH:12]=2)=[CH:20][CH:21]([CH3:23])[CH3:22])[CH:40]=[CH:41][CH:42]=1, predict the reactants needed to synthesize it.